Predict the product of the given reaction. From a dataset of Forward reaction prediction with 1.9M reactions from USPTO patents (1976-2016). (1) Given the reactants [Br:1][C:2]1[CH:3]=[C:4]([CH:6]=[C:7]([C:9]([F:12])([F:11])[F:10])[CH:8]=1)[NH2:5].[I:13]N1C(=O)CCC1=O.S([O-])([O-])(=O)=S.[Na+].[Na+], predict the reaction product. The product is: [Br:1][C:2]1[C:3]([I:13])=[C:4]([CH:6]=[C:7]([C:9]([F:10])([F:11])[F:12])[CH:8]=1)[NH2:5]. (2) Given the reactants [C:1]([C:5]1[S:9][C:8]([NH2:10])=[N:7][N:6]=1)([CH3:4])([CH3:3])[CH3:2].CN(C)CCN(C)C.[C:19](O[C:19]([O:21][C:22]([CH3:25])([CH3:24])[CH3:23])=[O:20])([O:21][C:22]([CH3:25])([CH3:24])[CH3:23])=[O:20], predict the reaction product. The product is: [C:1]([C:5]1[S:9][C:8]([NH:10][C:19](=[O:20])[O:21][C:22]([CH3:25])([CH3:24])[CH3:23])=[N:7][N:6]=1)([CH3:4])([CH3:3])[CH3:2]. (3) Given the reactants [OH:1][C:2]1[C:6]2([CH2:11][CH2:10][N:9]([O:12][CH3:13])[CH2:8][CH2:7]2)[NH:5][C:4](=[O:14])[C:3]=1[C:15]1[C:20]([CH3:21])=[CH:19][C:18](I)=[CH:17][C:16]=1[CH3:23].[C:24]([Si:26]([CH3:29])([CH3:28])[CH3:27])#[CH:25], predict the reaction product. The product is: [CH3:23][C:16]1[CH:17]=[C:18]([C:25]#[C:24][Si:26]([CH3:29])([CH3:28])[CH3:27])[CH:19]=[C:20]([CH3:21])[C:15]=1[C:3]1[C:4](=[O:14])[NH:5][C:6]2([CH2:11][CH2:10][N:9]([O:12][CH3:13])[CH2:8][CH2:7]2)[C:2]=1[OH:1]. (4) Given the reactants [CH3:1][O:2][C:3]1[N:8]=[C:7]([N:9]2[CH2:14][CH2:13][CH:12]([N:15](C)[C:16](=O)OCC3C=CC=CC=3)[CH2:11][CH2:10]2)[CH:6]=[C:5]([CH3:27])[N:4]=1, predict the reaction product. The product is: [CH3:1][O:2][C:3]1[N:8]=[C:7]([N:9]2[CH2:14][CH2:13][CH:12]([NH:15][CH3:16])[CH2:11][CH2:10]2)[CH:6]=[C:5]([CH3:27])[N:4]=1. (5) Given the reactants [C:1]([O:5][C:6](=[O:33])[NH:7][CH:8]1[CH2:13][CH2:12][CH:11]([NH:14][C:15](=[O:32])[C:16]2[CH:21]=[C:20]([OH:22])[CH:19]=[C:18]([O:23][C:24]3[CH:29]=[CH:28][C:27]([C:30]#[N:31])=[CH:26][CH:25]=3)[CH:17]=2)[CH2:10][CH2:9]1)([CH3:4])([CH3:3])[CH3:2].Br[CH2:35][CH2:36][CH2:37][C:38]#[N:39], predict the reaction product. The product is: [C:1]([O:5][C:6](=[O:33])[NH:7][CH:8]1[CH2:13][CH2:12][CH:11]([NH:14][C:15](=[O:32])[C:16]2[CH:21]=[C:20]([O:22][CH2:35][CH2:36][CH2:37][C:38]#[N:39])[CH:19]=[C:18]([O:23][C:24]3[CH:29]=[CH:28][C:27]([C:30]#[N:31])=[CH:26][CH:25]=3)[CH:17]=2)[CH2:10][CH2:9]1)([CH3:4])([CH3:2])[CH3:3]. (6) Given the reactants [CH3:1][O:2][C:3]1[CH:4]=[C:5]([CH:35]=[CH:36][C:37]=1[C:38]([CH3:41])([CH3:40])[CH3:39])[C:6]([N:8]1[C@@H:12]([C:13]2[S:14][C:15]([CH3:18])=[CH:16][N:17]=2)[C@@H:11]([CH2:19][O:20][CH3:21])[CH2:10][C@@:9]1([CH2:29][C:30]1[N:31]=CS[CH:34]=1)[C:22]([O:24][C:25]([CH3:28])([CH3:27])[CH3:26])=[O:23])=[O:7].OC[C@@H]1[C@H]([C:49]2[S:50]C(C)=CN=2)N(C(=O)C2C=CC(C(C)(C)C)=C(OC)C=2)[C@](CC2C=CSN=2)(C(OC(C)(C)C)=O)C1, predict the reaction product. The product is: [CH3:1][O:2][C:3]1[CH:4]=[C:5]([CH:35]=[CH:36][C:37]=1[C:38]([CH3:40])([CH3:39])[CH3:41])[C:6]([N:8]1[C@@H:12]([C:13]2[S:14][C:15]([CH3:18])=[CH:16][N:17]=2)[C@@H:11]([CH2:19][O:20][CH3:21])[CH2:10][C@@:9]1([CH2:29][C:30]1[CH:34]=[CH:49][S:50][N:31]=1)[C:22]([O:24][C:25]([CH3:28])([CH3:26])[CH3:27])=[O:23])=[O:7]. (7) The product is: [Cl:35][C:32]1[CH:31]=[CH:30][C:29]([S:26]([CH:25]([C:36]2[CH:41]=[C:40]([F:42])[CH:39]=[CH:38][C:37]=2[F:43])[CH2:24][CH2:23][CH2:22][CH2:21][CH2:20][CH2:19][OH:18])(=[O:28])=[O:27])=[CH:34][CH:33]=1. Given the reactants [Si]([O:18][CH2:19][CH2:20][CH2:21][CH2:22][CH2:23][CH2:24][CH:25]([C:36]1[CH:41]=[C:40]([F:42])[CH:39]=[CH:38][C:37]=1[F:43])[S:26]([C:29]1[CH:34]=[CH:33][C:32]([Cl:35])=[CH:31][CH:30]=1)(=[O:28])=[O:27])(C(C)(C)C)(C1C=CC=CC=1)C1C=CC=CC=1.[F-].C([N+](CCCC)(CCCC)CCCC)CCC.O, predict the reaction product.